Task: Predict which catalyst facilitates the given reaction.. Dataset: Catalyst prediction with 721,799 reactions and 888 catalyst types from USPTO (1) Reactant: F[C:2]1[CH:11]=[C:10]([F:12])[CH:9]=[CH:8][C:3]=1[C:4]([O:6][CH3:7])=[O:5].[O-]P([O-])([O-])=O.[K+].[K+].[K+].[OH:21][C:22]1[CH:30]=[CH:29][CH:28]=[C:27]2[C:23]=1[CH:24]=N[NH:26]2.[CH3:31]COCC. Product: [NH:26]1[C:27]2[C:23](=[C:22]([O:21][C:2]3[CH:11]=[C:10]([F:12])[CH:9]=[CH:8][C:3]=3[C:4]([O:6][CH3:7])=[O:5])[CH:30]=[CH:29][CH:28]=2)[CH:24]=[CH:31]1. The catalyst class is: 270. (2) The catalyst class is: 53. Product: [CH3:1][O:2][C:3](=[O:16])[C:4]1[CH:9]=[CH:8][C:7]([CH2:10][Br:42])=[CH:6][C:5]=1[O:11][CH2:12][CH2:13][CH2:14][CH3:15]. Reactant: [CH3:1][O:2][C:3](=[O:16])[C:4]1[CH:9]=[CH:8][C:7]([CH3:10])=[CH:6][C:5]=1[O:11][CH2:12][CH2:13][CH2:14][CH3:15].C(OOC(=O)C1C=CC=CC=1)(=O)C1C=CC=CC=1.C1C(=O)N([Br:42])C(=O)C1. (3) Reactant: [NH2:1][CH2:2][CH2:3][CH2:4][OH:5].[C:6](O[C:6]([O:8][C:9]([CH3:12])([CH3:11])[CH3:10])=[O:7])([O:8][C:9]([CH3:12])([CH3:11])[CH3:10])=[O:7]. Product: [OH:5][CH2:4][CH2:3][CH2:2][NH:1][C:6](=[O:7])[O:8][C:9]([CH3:12])([CH3:11])[CH3:10]. The catalyst class is: 13. (4) Reactant: C1(P(C2C=CC=CC=2)C2C=CC=CC=2)C=CC=CC=1.II.CCN(CC)CC.[Si:29]([O:36][C@@H:37]([CH3:65])[C@@H:38]([NH:53][C:54]1[C:62]2[CH:61]=[CH:60][S:59][C:58]=2[C:57]([C:63]#[N:64])=[CH:56][CH:55]=1)[C:39]([NH:41][NH:42][C:43](=O)[C:44]1[CH:49]=[CH:48][C:47]([C:50]#[N:51])=[CH:46][CH:45]=1)=[O:40])([C:32]([CH3:35])([CH3:34])[CH3:33])([CH3:31])[CH3:30]. Product: [Si:29]([O:36][C@@H:37]([CH3:65])[C@@H:38]([NH:53][C:54]1[C:62]2[CH:61]=[CH:60][S:59][C:58]=2[C:57]([C:63]#[N:64])=[CH:56][CH:55]=1)[C:39]1[O:40][C:43]([C:44]2[CH:49]=[CH:48][C:47]([C:50]#[N:51])=[CH:46][CH:45]=2)=[N:42][N:41]=1)([C:32]([CH3:35])([CH3:34])[CH3:33])([CH3:31])[CH3:30]. The catalyst class is: 2. (5) Reactant: [CH3:1][C:2]([O:5][C:6]([NH:8][CH:9]1[CH2:15][CH2:14][C:12](=O)[CH2:11][CH2:10]1)=[O:7])([CH3:4])[CH3:3].Cl.[CH3:17][O:18][C:19](=[O:28])[C@H:20]([C:22]1[CH:27]=[CH:26][CH:25]=[CH:24][CH:23]=1)[NH2:21].C(O[BH-](OC(=O)C)OC(=O)C)(=O)C.[Na+]. Product: [C:2]([O:5][C:6]([NH:8][CH:9]1[CH2:15][CH2:14][CH:12]([NH:21][C@@H:20]([C:22]2[CH:27]=[CH:26][CH:25]=[CH:24][CH:23]=2)[C:19]([O:18][CH3:17])=[O:28])[CH2:11][CH2:10]1)=[O:7])([CH3:4])([CH3:3])[CH3:1]. The catalyst class is: 26. (6) Reactant: [Cl:1][C:2]1[CH:3]=[CH:4][C:5]2[N+:10]([O-:11])=[N:9][C:8](=[O:12])[NH:7][C:6]=2[CH:13]=1.[H-].[Na+].CS(O[CH2:21][CH2:22][N:23]1[CH2:28][CH2:27][CH:26]([NH:29][C:30]([O:32][C:33]([CH3:36])([CH3:35])[CH3:34])=[O:31])[CH2:25][CH2:24]1)(=O)=O.COC1C=C2C(C=CC(=O)N2CCN2CCC(NC(=O)OC(C)(C)C)CC2)=CC=1. Product: [Cl:1][C:2]1[CH:3]=[CH:4][C:5]2[N+:10]([O-:11])=[N:9][C:8](=[O:12])[N:7]([CH2:21][CH2:22][N:23]3[CH2:28][CH2:27][CH:26]([NH:29][C:30](=[O:31])[O:32][C:33]([CH3:36])([CH3:35])[CH3:34])[CH2:25][CH2:24]3)[C:6]=2[CH:13]=1. The catalyst class is: 27. (7) Reactant: [Cl:1][C:2]1[N:3]=[C:4]([NH:11][CH:12]2[CH2:17][CH2:16][CH2:15][N:14](C(OC(C)(C)C)=O)[CH2:13]2)[C:5]2[S:10][CH2:9][CH2:8][C:6]=2[N:7]=1.Cl.CO. Product: [ClH:1].[Cl:1][C:2]1[N:3]=[C:4]([NH:11][CH:12]2[CH2:17][CH2:16][CH2:15][NH:14][CH2:13]2)[C:5]2[S:10][CH2:9][CH2:8][C:6]=2[N:7]=1. The catalyst class is: 12.